Dataset: Catalyst prediction with 721,799 reactions and 888 catalyst types from USPTO. Task: Predict which catalyst facilitates the given reaction. (1) Reactant: [F:1][C:2]1[CH:8]=[CH:7][C:5]([NH2:6])=[CH:4][CH:3]=1.Br[CH2:10][CH2:11][OH:12].C(=O)([O-])[O-].[K+].[K+]. Product: [F:1][C:2]1[CH:8]=[CH:7][C:5]([NH:6][CH2:10][CH2:11][OH:12])=[CH:4][CH:3]=1. The catalyst class is: 9. (2) Reactant: [F:1][C:2]1[CH:3]=[C:4]([NH:10][C:11]2[C:16]([C:17]3[N:22]=[C:21]([CH3:23])[N:20]=[C:19]([N:24](CC4C=CC(OC)=CC=4)CC4C=CC(OC)=CC=4)[CH:18]=3)=[CH:15][C:14]([C@H:43]([N:45]3[CH2:50][CH2:49][N:48]([S:51]([CH3:54])(=[O:53])=[O:52])[CH2:47][C@@H:46]3[CH3:55])[CH3:44])=[CH:13][N:12]=2)[CH:5]=[N:6][C:7]=1[O:8][CH3:9].OS(C(F)(F)F)(=O)=O. Product: [F:1][C:2]1[CH:3]=[C:4]([NH:10][C:11]2[C:16]([C:17]3[N:22]=[C:21]([CH3:23])[N:20]=[C:19]([NH2:24])[CH:18]=3)=[CH:15][C:14]([C@H:43]([N:45]3[CH2:50][CH2:49][N:48]([S:51]([CH3:54])(=[O:53])=[O:52])[CH2:47][C@@H:46]3[CH3:55])[CH3:44])=[CH:13][N:12]=2)[CH:5]=[N:6][C:7]=1[O:8][CH3:9]. The catalyst class is: 67. (3) Reactant: C(N(CC)CC)C.[CH:8]([C:10]1[C:18]2[C:13](=[CH:14][CH:15]=[CH:16][CH:17]=2)[N:12](C(OC(C)(C)C)=O)[CH:11]=1)=[O:9].[CH:26](=[N:33][C:34]1[CH:38]=[C:37]([CH3:39])[O:36][N:35]=1)[C:27]1[CH:32]=[CH:31][CH:30]=[CH:29][CH:28]=1. Product: [NH:12]1[C:13]2[C:18](=[CH:17][CH:16]=[CH:15][CH:14]=2)[C:10]([C:8](=[O:9])[CH:26]([NH:33][C:34]2[CH:38]=[C:37]([CH3:39])[O:36][N:35]=2)[C:27]2[CH:28]=[CH:29][CH:30]=[CH:31][CH:32]=2)=[CH:11]1. The catalyst class is: 433. (4) Reactant: [CH3:1][C:2]1[N:6]([CH2:7][C:8]2[C:16]3[O:15][C:14]([C:17]4[CH:22]=[CH:21][CH:20]=[CH:19][CH:18]=4)=[CH:13][C:12]=3[CH:11]=[C:10]([S:23]([CH3:26])(=[O:25])=[O:24])[CH:9]=2)[N:5]=[C:4]([C:27]([OH:29])=O)[CH:3]=1.[Cl:30]CCl. Product: [CH3:1][C:2]1[N:6]([CH2:7][C:8]2[C:16]3[O:15][C:14]([C:17]4[CH:22]=[CH:21][CH:20]=[CH:19][CH:18]=4)=[CH:13][C:12]=3[CH:11]=[C:10]([S:23]([CH3:26])(=[O:25])=[O:24])[CH:9]=2)[N:5]=[C:4]([C:27]([Cl:30])=[O:29])[CH:3]=1. The catalyst class is: 309.